From a dataset of Forward reaction prediction with 1.9M reactions from USPTO patents (1976-2016). Predict the product of the given reaction. (1) Given the reactants C(OC(=O)[NH:7][C:8]1[CH:13]=[CH:12][C:11]([C:14]2[CH:18]=[CH:17][S:16][CH:15]=2)=[CH:10][C:9]=1[NH:19][C:20](=[O:32])[CH2:21][C:22]([C:24]1[CH:29]=[CH:28][CH:27]=[C:26]([C:30]#[N:31])[CH:25]=1)=O)(C)(C)C.C(O)(C(F)(F)F)=O, predict the reaction product. The product is: [O:32]=[C:20]1[CH2:21][C:22]([C:24]2[CH:25]=[C:26]([CH:27]=[CH:28][CH:29]=2)[C:30]#[N:31])=[N:7][C:8]2[CH:13]=[CH:12][C:11]([C:14]3[CH:18]=[CH:17][S:16][CH:15]=3)=[CH:10][C:9]=2[NH:19]1. (2) Given the reactants [OH-:1].[Na+].BrBr.[Cl:5][C:6]1[C:11]([F:12])=[CH:10][CH:9]=[C:8]([Cl:13])[C:7]=1[C:14](=[O:16])C.Br[O-].[Na+], predict the reaction product. The product is: [Cl:5][C:6]1[C:11]([F:12])=[CH:10][CH:9]=[C:8]([Cl:13])[C:7]=1[C:14]([OH:16])=[O:1].